This data is from Forward reaction prediction with 1.9M reactions from USPTO patents (1976-2016). The task is: Predict the product of the given reaction. (1) Given the reactants O=C1C2C(=CC=C(NC([NH:14][C:15]3[CH:20]=[CH:19][CH:18]=[CH:17][C:16]=3[N:21]3[CH2:26][CH2:25][CH2:24][CH2:23][CH2:22]3)=O)C=2)N(CCC)N1.C(N1C2C(=CC([N+]([O-])=O)=CC=2)C(=O)N1)C=C, predict the reaction product. The product is: [N:21]1([C:16]2[CH:17]=[CH:18][CH:19]=[CH:20][C:15]=2[NH2:14])[CH2:26][CH2:25][CH2:24][CH2:23][CH2:22]1. (2) Given the reactants [N:1]1([C:7]2[N:12]=[CH:11][NH:10][C:9](=[O:13])[CH:8]=2)[CH2:6][CH2:5][NH:4][CH2:3][CH2:2]1.[Cl:14][C:15]1[C:16]([OH:23])=[C:17]([CH:20]=[CH:21][CH:22]=1)[CH:18]=O, predict the reaction product. The product is: [Cl:14][C:15]1[C:16]([OH:23])=[C:17]([CH:20]=[CH:21][CH:22]=1)[CH2:18][N:4]1[CH2:5][CH2:6][N:1]([C:7]2[N:12]=[CH:11][NH:10][C:9](=[O:13])[CH:8]=2)[CH2:2][CH2:3]1. (3) Given the reactants C[O:2][C:3](=[O:46])[C:4]1[CH:9]=[C:8]([C:10]2[CH:11]=[C:12]3[C:18]([C:19]4[CH:20]=[CH:21][CH:22]=[C:23]5[C:27]=4[NH:26][CH:25]=[CH:24]5)=[CH:17][N:16](S(C4C=CC(C)=CC=4)(=O)=O)[C:13]3=[N:14][CH:15]=2)[CH:7]=[CH:6][C:5]=1[NH:38][C:39]([O:41][C:42]([CH3:45])([CH3:44])[CH3:43])=[O:40].[OH-].[K+].Cl, predict the reaction product. The product is: [C:42]([O:41][C:39]([NH:38][C:5]1[CH:6]=[CH:7][C:8]([C:10]2[CH:11]=[C:12]3[C:18]([C:19]4[CH:20]=[CH:21][CH:22]=[C:23]5[C:27]=4[NH:26][CH:25]=[CH:24]5)=[CH:17][NH:16][C:13]3=[N:14][CH:15]=2)=[CH:9][C:4]=1[C:3]([OH:46])=[O:2])=[O:40])([CH3:45])([CH3:43])[CH3:44].